Dataset: Reaction yield outcomes from USPTO patents with 853,638 reactions. Task: Predict the reaction yield, written as a fraction of the theoretical maximum amount of product (1.0 means a 100% yield; for example, 0.34 means a 34% yield). (1) The reactants are FC(F)(F)S(O[C:7]1[CH:12]=[C:11]([O:13][C:14]([F:17])([F:16])[F:15])[C:10]([C:18]2[N:19]=[N:20][C:21]([NH:24][CH:25]3[CH2:30][C:29]([CH3:32])([CH3:31])[NH:28][C:27]([CH3:34])([CH3:33])[CH2:26]3)=[CH:22][CH:23]=2)=[C:9]([OH:35])[CH:8]=1)(=O)=O.CC1(C)C(C)(C)OB([C:46]2[CH:47]=[N:48][NH:49][CH:50]=2)O1. No catalyst specified. The yield is 0.450. The product is [NH:48]1[CH:47]=[C:46]([C:7]2[CH:12]=[C:11]([O:13][C:14]([F:15])([F:17])[F:16])[C:10]([C:18]3[N:19]=[N:20][C:21]([NH:24][CH:25]4[CH2:30][C:29]([CH3:32])([CH3:31])[NH:28][C:27]([CH3:33])([CH3:34])[CH2:26]4)=[CH:22][CH:23]=3)=[C:9]([OH:35])[CH:8]=2)[CH:50]=[N:49]1. (2) The reactants are Br[C:2]1[N:10]([CH3:11])[C:9]2[C:8](=[O:12])[N:7]([CH2:13][C:14]3[CH:19]=[CH:18][C:17]([Cl:20])=[CH:16][CH:15]=3)[C:6](=[O:21])[N:5]([CH2:22][CH2:23][CH3:24])[C:4]=2[N:3]=1.CO.[CH3:27][NH:28][CH3:29]. No catalyst specified. The product is [Cl:20][C:17]1[CH:18]=[CH:19][C:14]([CH2:13][N:7]2[C:8](=[O:12])[C:9]3[N:10]([CH3:11])[C:2]([N:28]([CH3:29])[CH3:27])=[N:3][C:4]=3[N:5]([CH2:22][CH2:23][CH3:24])[C:6]2=[O:21])=[CH:15][CH:16]=1. The yield is 0.670. (3) The reactants are [H-].[Al+3].[Li+].[H-].[H-].[H-].C[O:8][C:9]([C:11]1[CH:26]=[CH:25][C:14]2[O:15][C:16]3[CH:24]=[CH:23][CH:22]=[CH:21][C:17]=3[C:18](=[O:20])[NH:19][C:13]=2[CH:12]=1)=O. The catalyst is C1COCC1. The product is [OH:8][CH2:9][C:11]1[CH:26]=[CH:25][C:14]2[O:15][C:16]3[CH:24]=[CH:23][CH:22]=[CH:21][C:17]=3[C:18](=[O:20])[NH:19][C:13]=2[CH:12]=1. The yield is 0.460. (4) The catalyst is C(Cl)Cl.C([O-])([O-])=O.[K+].[K+]. The product is [CH:1]([N:4]1[C:9]2[N:10]=[C:11]([S:15]([CH3:16])(=[O:26])=[O:29])[N:12]=[C:13]([CH3:14])[C:8]=2[CH:7]=[CH:6][C:5]1=[O:17])([CH3:3])[CH3:2]. The yield is 0.990. The reactants are [CH:1]([N:4]1[C:9]2[N:10]=[C:11]([S:15][CH3:16])[N:12]=[C:13]([CH3:14])[C:8]=2[CH:7]=[CH:6][C:5]1=[O:17])([CH3:3])[CH3:2].C1C=C(Cl)C=C(C(OO)=[O:26])C=1.[OH2:29]. (5) The reactants are [CH2:1]([N:3]1[C:12]2[C:11](=[O:13])[NH:10][CH2:9][C:8]([C:14]3[CH:19]=[CH:18][CH:17]=[C:16]([O:20]C)[CH:15]=3)=[N:7][C:6]=2[C:5]([CH3:22])=[N:4]1)[CH3:2].B(Br)(Br)Br. The catalyst is ClCCl. The product is [CH2:1]([N:3]1[C:12]2[C:11](=[O:13])[NH:10][CH2:9][C:8]([C:14]3[CH:19]=[CH:18][CH:17]=[C:16]([OH:20])[CH:15]=3)=[N:7][C:6]=2[C:5]([CH3:22])=[N:4]1)[CH3:2]. The yield is 0.200. (6) The reactants are [Cl:1][C:2]1[CH:3]=[C:4]([NH:8][C:9]([N:11]2[CH2:16][CH2:15][C:14]3[NH:17][N:18]=[C:19]([C:20](O)=[O:21])[C:13]=3[CH2:12]2)=[O:10])[CH:5]=[CH:6][CH:7]=1.[CH3:23][NH:24][OH:25].CCN(C(C)C)C(C)C.CN(C(ON1N=NC2C=CC=NC1=2)=[N+](C)C)C.F[P-](F)(F)(F)(F)F. The catalyst is CN(C=O)C. The product is [Cl:1][C:2]1[CH:3]=[C:4]([NH:8][C:9]([N:11]2[CH2:16][CH2:15][C:14]3[NH:17][N:18]=[C:19]([C:20]([N:24]([OH:25])[CH3:23])=[O:21])[C:13]=3[CH2:12]2)=[O:10])[CH:5]=[CH:6][CH:7]=1. The yield is 0.267. (7) The reactants are Cl[C:2]1[N:7]=[C:6]([NH:8][C:9]2[CH:13]=[C:12]([CH3:14])[NH:11][N:10]=2)[CH:5]=[C:4]([N:15]2[CH2:20][CH2:19][N:18]([CH3:21])[CH2:17][CH2:16]2)[N:3]=1.[F:22][C:23]1[CH:24]=[CH:25][C:26]([CH3:32])=[C:27](B(O)O)[CH:28]=1.C(N(CC)CC)C. The catalyst is CN(C=O)C.O.CC(P(C(C)(C)C)C1C=CC(N(C)C)=CC=1)(C)C.CC(P(C(C)(C)C)C1C=CC(N(C)C)=CC=1)(C)C.Cl[Pd]Cl. The product is [F:22][C:23]1[CH:28]=[CH:27][C:26]([CH3:32])=[C:25]([C:2]2[N:7]=[C:6]([NH:8][C:9]3[CH:13]=[C:12]([CH3:14])[NH:11][N:10]=3)[CH:5]=[C:4]([N:15]3[CH2:20][CH2:19][N:18]([CH3:21])[CH2:17][CH2:16]3)[N:3]=2)[CH:24]=1. The yield is 0.380. (8) The reactants are [N+:1]([C:4]1[CH:8]=[CH:7][NH:6][N:5]=1)([O-:3])=[O:2].[H-].[Na+].Br[CH:12]([CH3:14])[CH3:13]. The catalyst is CN(C)C=O. The product is [CH:12]([N:6]1[CH:7]=[CH:8][C:4]([N+:1]([O-:3])=[O:2])=[N:5]1)([CH3:14])[CH3:13]. The yield is 0.430.